Dataset: Forward reaction prediction with 1.9M reactions from USPTO patents (1976-2016). Task: Predict the product of the given reaction. (1) Given the reactants [Si:1]([O:8][C:9]1[CH:14]=[CH:13][C:12]([NH2:15])=[CH:11][CH:10]=1)([C:4]([CH3:7])([CH3:6])[CH3:5])([CH3:3])[CH3:2].Br[C:17]1[CH:18]=[C:19]([CH:24]=[CH:25][C:26]=1[C:27]1([CH3:32])[O:31][CH2:30][CH2:29][O:28]1)[C:20]([O:22][CH3:23])=[O:21], predict the reaction product. The product is: [Si:1]([O:8][C:9]1[CH:14]=[CH:13][C:12]([NH:15][C:25]2[CH:24]=[C:19]([CH:18]=[CH:17][C:26]=2[C:27]2([CH3:32])[O:28][CH2:29][CH2:30][O:31]2)[C:20]([O:22][CH3:23])=[O:21])=[CH:11][CH:10]=1)([C:4]([CH3:7])([CH3:6])[CH3:5])([CH3:3])[CH3:2]. (2) Given the reactants C([N:8]1[CH2:12][CH2:11][C:10]([C:14]2[CH:19]=[CH:18][C:17]([NH:20][C:21](=[O:29])[C:22]3[CH:27]=[CH:26][C:25](Cl)=[CH:24][CH:23]=3)=[CH:16][CH:15]=2)([CH3:13])[CH2:9]1)C1C=CC=CC=1.C([O-])=O.[NH4+], predict the reaction product. The product is: [CH3:13][C:10]1([C:14]2[CH:15]=[CH:16][C:17]([NH:20][C:21](=[O:29])[C:22]3[CH:27]=[CH:26][CH:25]=[CH:24][CH:23]=3)=[CH:18][CH:19]=2)[CH2:11][CH2:12][NH:8][CH2:9]1.